Dataset: M1 muscarinic receptor antagonist screen with 61,756 compounds. Task: Binary Classification. Given a drug SMILES string, predict its activity (active/inactive) in a high-throughput screening assay against a specified biological target. (1) The compound is O(C1CCCCC1)C(=O)C=1C(C2=C(NC1C)CCCC2=O)c1oc(cc1)C. The result is 0 (inactive). (2) The molecule is S(=O)(=O)(Nc1cc2nc(n(c2cc1)C)CCN1CCC(CC1)C)c1ccc(F)cc1. The result is 1 (active). (3) The compound is O1C(CN=C1c1c2c(n(c1)CC)cccc2)C. The result is 0 (inactive). (4) The compound is S(c1n(Cc2occc2)c(nn1)c1nccnc1)CC(=O)Nc1ccc(cc1)C. The result is 0 (inactive). (5) The molecule is O=C1C2N(c3c(CC2)cccc3)C(N)=C1c1ccccc1. The result is 0 (inactive). (6) The compound is Fc1ccc(CC(=O)Nc2cc(N(C)C)ccc2)cc1. The result is 0 (inactive). (7) The compound is O=C(NCCc1c2c([nH]c1)cccc2)Cn1c2c(c(c1C)C#N)cccc2. The result is 0 (inactive). (8) The molecule is s1c(c2ccc(OC)cc2)cc(N)c1C(OCC)=O. The result is 0 (inactive).